This data is from Full USPTO retrosynthesis dataset with 1.9M reactions from patents (1976-2016). The task is: Predict the reactants needed to synthesize the given product. (1) Given the product [F:1][C:2]1[CH:7]=[CH:6][C:5]([C:8]2[NH:40][C:35]3[C:36]([C:9]=2[CH2:10][CH2:11][CH2:12][N:13]2[CH2:18][CH2:17][CH:16]([C:19]4[CH:20]=[C:21]([NH:25][C:26](=[O:30])[CH:27]([CH3:29])[CH3:28])[CH:22]=[CH:23][CH:24]=4)[CH2:15][CH2:14]2)=[CH:37][CH:38]=[CH:39][C:34]=3[CH3:33])=[CH:4][CH:3]=1, predict the reactants needed to synthesize it. The reactants are: [F:1][C:2]1[CH:7]=[CH:6][C:5]([C:8](=O)[CH2:9][CH2:10][CH2:11][CH2:12][N:13]2[CH2:18][CH2:17][CH:16]([C:19]3[CH:20]=[C:21]([NH:25][C:26](=[O:30])[CH:27]([CH3:29])[CH3:28])[CH:22]=[CH:23][CH:24]=3)[CH2:15][CH2:14]2)=[CH:4][CH:3]=1.Cl.[CH3:33][C:34]1[CH:39]=[CH:38][CH:37]=[CH:36][C:35]=1[NH:40]N. (2) Given the product [CH3:3][C:4]1([C:9]2[N:10]=[C:11]([CH2:14][N:15]3[CH:19]=[C:18]([NH2:20])[CH:17]=[N:16]3)[S:12][CH:13]=2)[O:8][CH2:7][CH2:6][O:5]1, predict the reactants needed to synthesize it. The reactants are: N#N.[CH3:3][C:4]1([C:9]2[N:10]=[C:11]([CH2:14][N:15]3[CH:19]=[C:18]([N+:20]([O-])=O)[CH:17]=[N:16]3)[S:12][CH:13]=2)[O:8][CH2:7][CH2:6][O:5]1.[NH4+].[Cl-]. (3) Given the product [NH2:8][CH2:9][C@@H:10]([NH:19][C:20](=[O:29])[O:21][CH2:22][C:23]1[CH:28]=[CH:27][CH:26]=[CH:25][CH:24]=1)[C:11]([N:13]1[CH2:18][CH2:17][O:16][CH2:15][CH2:14]1)=[O:12], predict the reactants needed to synthesize it. The reactants are: C(OC([NH:8][CH2:9][C@@H:10]([NH:19][C:20](=[O:29])[O:21][CH2:22][C:23]1[CH:28]=[CH:27][CH:26]=[CH:25][CH:24]=1)[C:11]([N:13]1[CH2:18][CH2:17][O:16][CH2:15][CH2:14]1)=[O:12])=O)(C)(C)C.C(O)(C(F)(F)F)=O.C(=O)(O)[O-].[Na+].C(=O)([O-])[O-].[K+].[K+].[Cl-].[Na+]. (4) Given the product [CH3:28][C:20]1[C:21]([C:25]([N:56]2[CH2:61][CH2:60][CH:59]([N:62]3[CH2:67][CH2:66][O:65][CH2:64][CH2:63]3)[CH2:58][CH2:57]2)=[O:27])=[C:22]([CH3:24])[NH:23][C:19]=1/[CH:18]=[C:10]1\[C:11](=[O:17])[NH:12][C:13]2[C:9]\1=[C:8]([C:4]1[CH:5]=[CH:6][CH:7]=[C:2]([F:1])[CH:3]=1)[CH:16]=[CH:15][CH:14]=2, predict the reactants needed to synthesize it. The reactants are: [F:1][C:2]1[CH:3]=[C:4]([C:8]2[CH:16]=[CH:15][CH:14]=[C:13]3[C:9]=2/[C:10](=[CH:18]/[C:19]2[NH:23][C:22]([CH3:24])=[C:21]([C:25]([OH:27])=O)[C:20]=2[CH3:28])/[C:11](=[O:17])[NH:12]3)[CH:5]=[CH:6][CH:7]=1.F[P-](F)(F)(F)(F)F.N1(O[P+](N(C)C)(N(C)C)N(C)C)C2C=CC=CC=2N=N1.[NH:56]1[CH2:61][CH2:60][CH:59]([N:62]2[CH2:67][CH2:66][O:65][CH2:64][CH2:63]2)[CH2:58][CH2:57]1.C(Cl)(Cl)Cl.C(O)(C)C.